Task: Predict the product of the given reaction.. Dataset: Forward reaction prediction with 1.9M reactions from USPTO patents (1976-2016) (1) Given the reactants [CH2:1]([O:3][CH2:4][C:5]1[CH:6]=[CH:7][C:8]([NH2:12])=[N:9][C:10]=1[CH3:11])[CH3:2].[F:13][C:14]([F:26])([F:25])[C:15]1[CH:16]=[C:17]([S:21](Cl)(=[O:23])=[O:22])[CH:18]=[CH:19][CH:20]=1, predict the reaction product. The product is: [CH2:1]([O:3][CH2:4][C:5]1[CH:6]=[CH:7][C:8]([NH:12][S:21]([C:17]2[CH:18]=[CH:19][CH:20]=[C:15]([C:14]([F:13])([F:25])[F:26])[CH:16]=2)(=[O:23])=[O:22])=[N:9][C:10]=1[CH3:11])[CH3:2]. (2) The product is: [O-:26][N+:1]1[CH:2]=[CH:3][C:4]([C:7]2([OH:17])[CH2:8][CH2:9][C:10]3([O:14][CH2:13][CH2:12][O:11]3)[CH2:15][CH2:16]2)=[CH:5][CH:6]=1. Given the reactants [N:1]1[CH:6]=[CH:5][C:4]([C:7]2([OH:17])[CH2:16][CH2:15][C:10]3([O:14][CH2:13][CH2:12][O:11]3)[CH2:9][CH2:8]2)=[CH:3][CH:2]=1.C1C=C(Cl)C=C(C(OO)=[O:26])C=1, predict the reaction product. (3) Given the reactants C([Li])CCC.Br[C:7]1[N:8]=[C:9]([O:21][CH2:22][CH3:23])[N:10]([CH2:13][O:14][CH2:15][CH2:16][Si:17]([CH3:20])([CH3:19])[CH3:18])[C:11]=1[Cl:12].CN(C)CCN(C)C.CN([CH:35]=[O:36])C.[NH4+].[OH-], predict the reaction product. The product is: [Cl:12][C:11]1[N:10]([CH2:13][O:14][CH2:15][CH2:16][Si:17]([CH3:20])([CH3:19])[CH3:18])[C:9]([O:21][CH2:22][CH3:23])=[N:8][C:7]=1[CH:35]=[O:36]. (4) Given the reactants Cl[C:2]([C:5]1[CH:6]=[C:7]([CH:29]=[C:30]([OH:32])[CH:31]=1)[CH2:8][NH:9][CH2:10][C@@H:11]([OH:28])[C@@H:12]([NH:20]C(=O)OC(C)(C)C)[CH2:13][C:14]1[CH:19]=[CH:18][CH:17]=[CH:16][CH:15]=1)([CH3:4])[CH3:3].FC(F)(F)C(O)=O, predict the reaction product. The product is: [NH2:20][C@@H:12]([CH2:13][C:14]1[CH:15]=[CH:16][CH:17]=[CH:18][CH:19]=1)[C@H:11]([OH:28])[CH2:10][NH:9][CH2:8][C:7]1[CH:29]=[C:30]([OH:32])[CH:31]=[C:5]([C:2]([CH3:4])=[CH2:3])[CH:6]=1. (5) Given the reactants [F:1][C:2]([F:22])([F:21])[C:3]1[CH:4]=[CH:5][C:6]([N:9]2[CH:13]=[C:12]([CH2:14][CH2:15][CH2:16][OH:17])[C:11]([CH:18]([CH3:20])[CH3:19])=[N:10]2)=[N:7][CH:8]=1.O[C:24]1[CH:29]=[CH:28][C:27]([CH2:30][C:31]([O:33]CC)=[O:32])=[CH:26][C:25]=1[O:36][CH3:37].C(P(CCCC)CCCC)CCC.N(C(N1CCCCC1)=O)=NC(N1CCCCC1)=O, predict the reaction product. The product is: [CH3:37][O:36][C:25]1[CH:26]=[C:27]([CH2:30][C:31]([OH:33])=[O:32])[CH:28]=[CH:29][C:24]=1[O:17][CH2:16][CH2:15][CH2:14][C:12]1[C:11]([CH:18]([CH3:19])[CH3:20])=[N:10][N:9]([C:6]2[CH:5]=[CH:4][C:3]([C:2]([F:1])([F:21])[F:22])=[CH:8][N:7]=2)[CH:13]=1. (6) Given the reactants [CH3:1][C:2](=[CH2:13])[CH2:3][N:4]1[C:11](=[O:12])[CH2:10][CH2:9][C@H:5]1[C:6]([OH:8])=O.ON1C2C=CC=CC=2N=N1.[Cl:24][C:25]1[CH:30]=[C:29]([F:31])[CH:28]=[CH:27][C:26]=1[CH2:32][NH2:33].Cl.CN(C)CCCN=C=NCC, predict the reaction product. The product is: [Cl:24][C:25]1[CH:30]=[C:29]([F:31])[CH:28]=[CH:27][C:26]=1[CH2:32][NH:33][C:6](=[O:8])[C@@H:5]1[CH2:9][CH2:10][C:11](=[O:12])[N:4]1[CH2:3][C:2]([CH3:1])=[CH2:13]. (7) Given the reactants C1N=C[N:3](C(N2C=NC=C2)=O)C=1.[NH2:13][C:14]1[C:15]([C:31]([OH:33])=O)=[N:16][C:17]([N:20]2[CH2:25][CH2:24][N:23]([S:26]([CH2:29][CH3:30])(=[O:28])=[O:27])[CH2:22][CH2:21]2)=[CH:18][N:19]=1.O[N:35]=[C:36](N)[C:37]1[CH:42]=[CH:41][CH:40]=[CH:39][CH:38]=1, predict the reaction product. The product is: [CH2:29]([S:26]([N:23]1[CH2:22][CH2:21][N:20]([C:17]2[N:16]=[C:15]([C:31]3[O:33][C:36]([C:37]4[CH:42]=[CH:41][CH:40]=[CH:39][CH:38]=4)=[N:35][N:3]=3)[C:14]([NH2:13])=[N:19][CH:18]=2)[CH2:25][CH2:24]1)(=[O:27])=[O:28])[CH3:30]. (8) Given the reactants [F:1][C:2]1[C:7]([S:8]([CH3:11])(=[O:10])=[O:9])=[CH:6][CH:5]=[CH:4][C:3]=1[CH:12]1[CH2:17][CH2:16][NH:15][CH2:14][CH2:13]1.C(=O)([O-])[O-].[K+].[K+].Br[CH2:25][CH2:26][O:27][CH3:28], predict the reaction product. The product is: [F:1][C:2]1[C:7]([S:8]([CH3:11])(=[O:10])=[O:9])=[CH:6][CH:5]=[CH:4][C:3]=1[CH:12]1[CH2:17][CH2:16][N:15]([CH2:25][CH2:26][O:27][CH3:28])[CH2:14][CH2:13]1. (9) Given the reactants C(N1CCC(C2C=CC(N[C:17]3[C:18]4[N:19]([CH:33]=[CH:34][N:35]=4)[C:20]([C:23]4[CH:24]=[C:25]5[C:29](=[CH:30][CH:31]=4)[C:28](=[O:32])[NH:27][CH2:26]5)=[CH:21][N:22]=3)=CC=2)CC1)(C)C.[CH:36]([N:39]1[CH2:44][CH2:43][N:42]([C:45]2[CH:50]=[CH:49][C:48]([NH2:51])=[CH:47][C:46]=2[C:52]([F:55])([F:54])[F:53])[CH2:41][CH2:40]1)([CH3:38])[CH3:37], predict the reaction product. The product is: [CH:36]([N:39]1[CH2:40][CH2:41][N:42]([C:45]2[CH:50]=[CH:49][C:48]([NH:51][C:17]3[C:18]4[N:19]([CH:33]=[CH:34][N:35]=4)[C:20]([C:23]4[CH:24]=[C:25]5[C:29](=[CH:30][CH:31]=4)[C:28](=[O:32])[NH:27][CH2:26]5)=[CH:21][N:22]=3)=[CH:47][C:46]=2[C:52]([F:55])([F:54])[F:53])[CH2:43][CH2:44]1)([CH3:38])[CH3:37]. (10) Given the reactants [Cl:1][C:2]1[CH:7]=[CH:6][N:5]=[C:4]([NH2:8])[CH:3]=1.C([O-])(O)=O.[Na+].Cl[CH2:15][CH:16]=O, predict the reaction product. The product is: [Cl:1][C:2]1[CH:7]=[CH:6][N:5]2[CH:15]=[CH:16][N:8]=[C:4]2[CH:3]=1.